This data is from Full USPTO retrosynthesis dataset with 1.9M reactions from patents (1976-2016). The task is: Predict the reactants needed to synthesize the given product. (1) The reactants are: I[C:2]1[C:6]([C:7]2[N:11]=[CH:10][N:9]([CH2:12][O:13][CH2:14][CH2:15][Si:16]([CH3:19])([CH3:18])[CH3:17])[N:8]=2)=[CH:5][N:4]([C:20]2[C:25]([CH3:26])=[CH:24][N:23]=[C:22]([NH:27][C:28](=[O:30])[CH3:29])[CH:21]=2)[N:3]=1.[Cl:31][C:32]1[CH:37]=[C:36]([O:38][CH3:39])[CH:35]=[CH:34][C:33]=1B(O)O.P([O-])([O-])([O-])=O.[K+].[K+].[K+]. Given the product [Cl:31][C:32]1[CH:37]=[C:36]([O:38][CH3:39])[CH:35]=[CH:34][C:33]=1[C:2]1[C:6]([C:7]2[N:11]=[CH:10][N:9]([CH2:12][O:13][CH2:14][CH2:15][Si:16]([CH3:19])([CH3:18])[CH3:17])[N:8]=2)=[CH:5][N:4]([C:20]2[C:25]([CH3:26])=[CH:24][N:23]=[C:22]([NH:27][C:28](=[O:30])[CH3:29])[CH:21]=2)[N:3]=1, predict the reactants needed to synthesize it. (2) Given the product [OH:2][C:3]1[CH:4]=[C:5]([C:11]2[CH:16]=[CH:15][CH:14]=[C:13]([C:17]([NH:19][C:20]3[CH:25]=[CH:24][CH:23]=[CH:22][C:21]=3[C:26]3[S:30][C:29]([C:31]([OH:33])=[O:32])=[CH:28][CH:27]=3)=[O:18])[CH:12]=2)[CH:6]=[C:7]([OH:9])[CH:8]=1, predict the reactants needed to synthesize it. The reactants are: C[O:2][C:3]1[CH:4]=[C:5]([C:11]2[CH:16]=[CH:15][CH:14]=[C:13]([C:17]([NH:19][C:20]3[CH:25]=[CH:24][CH:23]=[CH:22][C:21]=3[C:26]3[S:30][C:29]([C:31]([OH:33])=[O:32])=[CH:28][CH:27]=3)=[O:18])[CH:12]=2)[CH:6]=[C:7]([O:9]C)[CH:8]=1.B(Br)(Br)Br.